Predict which catalyst facilitates the given reaction. From a dataset of Catalyst prediction with 721,799 reactions and 888 catalyst types from USPTO. (1) Reactant: [CH3:1][O:2][CH:3]([O:21][CH3:22])[CH2:4][N:5]1[C:10]([C:11]([O:13][CH3:14])=[O:12])=[C:9]([O:15][CH3:16])[C:8](=[O:17])[C:7]([C:18]([OH:20])=O)=[CH:6]1.C(N(CC)C(C)C)(C)C.Cl.[F:33][C:34]1[CH:39]=[C:38]([F:40])[CH:37]=[CH:36][C:35]=1[C@H:41]([NH2:43])[CH3:42].CN(C(ON1N=NC2C=CC=NC1=2)=[N+](C)C)C.F[P-](F)(F)(F)(F)F. Product: [F:33][C:34]1[CH:39]=[C:38]([F:40])[CH:37]=[CH:36][C:35]=1[C@H:41]([NH:43][C:18]([C:7]1[C:8](=[O:17])[C:9]([O:15][CH3:16])=[C:10]([C:11]([O:13][CH3:14])=[O:12])[N:5]([CH2:4][CH:3]([O:2][CH3:1])[O:21][CH3:22])[CH:6]=1)=[O:20])[CH3:42]. The catalyst class is: 10. (2) Reactant: [F:1][C:2]([F:24])([F:23])[C:3]1[CH:4]=[C:5]([CH:20]=[CH:21][CH:22]=1)[CH2:6][N:7]1[CH2:11][CH2:10][C@H:9]([NH:12]C(=O)OC(C)(C)C)[CH2:8]1.[ClH:25].O1CCOCC1. Product: [ClH:25].[F:23][C:2]([F:1])([F:24])[C:3]1[CH:4]=[C:5]([CH:20]=[CH:21][CH:22]=1)[CH2:6][N:7]1[CH2:11][CH2:10][C@H:9]([NH2:12])[CH2:8]1. The catalyst class is: 5. (3) Reactant: [CH3:1][O:2][C:3]1[CH:10]=[CH:9][C:6]([CH2:7]Cl)=[CH:5][CH:4]=1.[OH:11][C:12]1[CH:20]=[C:19]2[C:15]([CH2:16][CH2:17][C:18]2=[O:21])=[CH:14][CH:13]=1.C(=O)([O-])[O-].[K+].[K+]. Product: [CH3:1][O:2][C:3]1[CH:10]=[CH:9][C:6]([CH2:7][O:11][C:12]2[CH:20]=[C:19]3[C:15]([CH2:16][CH2:17][C:18]3=[O:21])=[CH:14][CH:13]=2)=[CH:5][CH:4]=1. The catalyst class is: 18. (4) Reactant: C1CCN2C(=NCCC2)CC1.[Cl:12][C:13]1[CH:14]=[C:15]2[N:22]([CH2:23][O:24][CH2:25][CH2:26][Si:27]([CH3:30])([CH3:29])[CH3:28])[C:21](S(C)(=O)=O)=[N:20][C:16]2=[N:17][C:18]=1[I:19].[C:35]([Si:39]1([C:49]([CH3:52])([CH3:51])[CH3:50])[O:44][C@H:43]2[C@H:45]([OH:48])[CH2:46][O:47][C@@H:42]2[CH2:41][O:40]1)([CH3:38])([CH3:37])[CH3:36]. Product: [C:49]([Si:39]1([C:35]([CH3:38])([CH3:37])[CH3:36])[O:44][C@H:43]2[C@H:45]([O:48][C:21]3[N:22]([CH2:23][O:24][CH2:25][CH2:26][Si:27]([CH3:30])([CH3:29])[CH3:28])[C:15]4[C:16]([N:20]=3)=[N:17][C:18]([I:19])=[C:13]([Cl:12])[CH:14]=4)[CH2:46][O:47][C@@H:42]2[CH2:41][O:40]1)([CH3:52])([CH3:51])[CH3:50]. The catalyst class is: 85. (5) Reactant: [F:1][C:2]1[CH:7]=[CH:6][C:5]([C:8]2[C:17]([NH:18][CH:19]([CH3:21])[CH3:20])=[N:16][C:15]3[C:10](=[CH:11][CH:12]=[C:13]([C:22]([O:24]C)=[O:23])[CH:14]=3)[N:9]=2)=[CH:4][CH:3]=1.[H-].[Na+].I[CH2:29][CH3:30].Cl. Product: [CH2:29]([N:18]([CH:19]([CH3:21])[CH3:20])[C:17]1[C:8]([C:5]2[CH:6]=[CH:7][C:2]([F:1])=[CH:3][CH:4]=2)=[N:9][C:10]2[C:15]([N:16]=1)=[CH:14][C:13]([C:22]([OH:24])=[O:23])=[CH:12][CH:11]=2)[CH3:30]. The catalyst class is: 30. (6) Reactant: [N:1]1[CH:6]=[CH:5][CH:4]=[CH:3][C:2]=1[C:7]1[N:11]=[C:10]([C:12]2[C:17]([O:18][CH3:19])=[CH:16][N:15]=[CH:14][C:13]=2Cl)[O:9][N:8]=1.[N:21]1[CH:26]=[CH:25][CH:24]=[C:23](B(O)O)[CH:22]=1.COCCOC.C(=O)([O-])[O-].[Na+].[Na+]. Product: [N:1]1[CH:6]=[CH:5][CH:4]=[CH:3][C:2]=1[C:7]1[N:11]=[C:10]([C:12]2[C:13]([C:23]3[CH:22]=[N:21][CH:26]=[CH:25][CH:24]=3)=[CH:14][N:15]=[CH:16][C:17]=2[O:18][CH3:19])[O:9][N:8]=1. The catalyst class is: 668. (7) Reactant: C([N:4]1[C:12]2[C:7](=[CH:8][CH:9]=[CH:10][CH:11]=2)[C:6](=[C:13](OCC)[C:14]2[CH:19]=[CH:18][CH:17]=[CH:16][CH:15]=2)[C:5]1=[O:23])(=O)C.[CH3:24][N:25]([C:30]1[CH:36]=[CH:35][C:33]([NH2:34])=[CH:32][CH:31]=1)[S:26]([CH3:29])(=[O:28])=[O:27].[OH-].[Na+]. Product: [CH3:24][N:25]([C:30]1[CH:36]=[CH:35][C:33]([NH:34]/[C:13](=[C:6]2\[C:5](=[O:23])[NH:4][C:12]3[C:7]\2=[CH:8][CH:9]=[CH:10][CH:11]=3)/[C:14]2[CH:15]=[CH:16][CH:17]=[CH:18][CH:19]=2)=[CH:32][CH:31]=1)[S:26]([CH3:29])(=[O:27])=[O:28]. The catalyst class is: 121. (8) Reactant: [NH2:1][C@H:2]([CH:5]1[CH2:10][CH2:9][CH2:8][CH2:7][CH2:6]1)[CH2:3][OH:4].Cl.CCN(C(C)C)C(C)C.Cl[C:22](Cl)([O:24]C(=O)OC(Cl)(Cl)Cl)Cl. Product: [CH:5]1([C@@H:2]2[CH2:3][O:4][C:22](=[O:24])[NH:1]2)[CH2:10][CH2:9][CH2:8][CH2:7][CH2:6]1. The catalyst class is: 2.